Dataset: Forward reaction prediction with 1.9M reactions from USPTO patents (1976-2016). Task: Predict the product of the given reaction. (1) The product is: [Br:1][C:2]1[CH:8]=[C:7]([N+:9]([O-:11])=[O:10])[CH:5]=[C:4]([I:12])[CH:3]=1. Given the reactants [Br:1][C:2]1[CH:8]=[C:7]([N+:9]([O-:11])=[O:10])[C:5](N)=[C:4]([I:12])[CH:3]=1.S(=O)(=O)(O)O.N([O-])=O.[Na+], predict the reaction product. (2) Given the reactants [F:1][C:2]([F:29])([F:28])[S:3]([NH:6][C:7]1[CH:12]=[CH:11][C:10]([CH2:13][N:14]2[C:24](=[O:25])[C:23]3[N:26]4[C:16](=[CH:17][N:18]=[C:19]4[CH:20]=[CH:21][CH:22]=3)[C:15]2=[O:27])=[CH:9][CH:8]=1)(=[O:5])=[O:4].[ClH:30], predict the reaction product. The product is: [ClH:30].[F:28][C:2]([F:1])([F:29])[S:3]([NH:6][C:7]1[CH:12]=[CH:11][C:10]([CH2:13][N:14]2[C:24](=[O:25])[C:23]3[N:26]4[C:16](=[CH:17][N:18]=[C:19]4[CH:20]=[CH:21][CH:22]=3)[C:15]2=[O:27])=[CH:9][CH:8]=1)(=[O:4])=[O:5]. (3) Given the reactants [C:1]([O:5][C:6](=[O:20])[NH:7][CH2:8][C:9](=O)[CH2:10][NH:11][C:12]([O:14][C:15]([CH3:18])([CH3:17])[CH3:16])=[O:13])([CH3:4])([CH3:3])[CH3:2].[C:21]([CH:26]=P(C1C=CC=CC=1)(C1C=CC=CC=1)C1C=CC=CC=1)([O:23][CH2:24][CH3:25])=[O:22], predict the reaction product. The product is: [CH2:24]([O:23][C:21](=[O:22])[CH:26]=[C:9]([CH2:10][NH:11][C:12]([O:14][C:15]([CH3:18])([CH3:17])[CH3:16])=[O:13])[CH2:8][NH:7][C:6]([O:5][C:1]([CH3:4])([CH3:3])[CH3:2])=[O:20])[CH3:25]. (4) Given the reactants CS(O)(=O)=O.[NH2:6][C:7]1[CH:12]=[CH:11][C:10]([NH:13][C:14]([C:16]2[CH2:21][CH2:20][CH2:19][CH2:18][C:17]=2[C:22]2[CH:27]=[CH:26][C:25]([CH3:28])=[CH:24][CH:23]=2)=[O:15])=[CH:9][CH:8]=1.[CH:29]([C:31]1[CH:36]=[CH:35][CH:34]=[CH:33][N:32]=1)=[CH2:30], predict the reaction product. The product is: [CH3:28][C:25]1[CH:24]=[CH:23][C:22]([C:17]2[CH2:18][CH2:19][CH2:20][CH2:21][C:16]=2[C:14]([NH:13][C:10]2[CH:9]=[CH:8][C:7]([NH:6][CH2:30][CH2:29][C:31]3[CH:36]=[CH:35][CH:34]=[CH:33][N:32]=3)=[CH:12][CH:11]=2)=[O:15])=[CH:27][CH:26]=1.